Task: Predict the reaction yield, written as a fraction of the theoretical maximum amount of product (1.0 means a 100% yield; for example, 0.34 means a 34% yield).. Dataset: Reaction yield outcomes from USPTO patents with 853,638 reactions (1) The reactants are [CH3:1][CH:2]([C:5]([C:7]1[N:8]=[CH:9][N:10]([CH3:12])[CH:11]=1)=O)[C:3]#[N:4].CCO.[ClH:16].[C:17]1([NH:23][NH2:24])[CH:22]=[CH:21][CH:20]=[CH:19][CH:18]=1. No catalyst specified. The product is [ClH:16].[CH3:1][C:2]1[C:5]([C:7]2[N:8]=[CH:9][N:10]([CH3:12])[CH:11]=2)=[N:24][N:23]([C:17]2[CH:22]=[CH:21][CH:20]=[CH:19][CH:18]=2)[C:3]=1[NH2:4]. The yield is 0.957. (2) The reactants are Br[C:2]1[CH:3]=[C:4]([C:8]2[O:9][CH:10]=[C:11]([C:13]3[CH:18]=[CH:17][CH:16]=[CH:15][N:14]=3)[N:12]=2)[CH:5]=[CH:6][CH:7]=1.[CH3:19][N:20](C)C=O. The catalyst is [C-]#N.[Zn+2].[C-]#N.C1C=CC([P]([Pd]([P](C2C=CC=CC=2)(C2C=CC=CC=2)C2C=CC=CC=2)([P](C2C=CC=CC=2)(C2C=CC=CC=2)C2C=CC=CC=2)[P](C2C=CC=CC=2)(C2C=CC=CC=2)C2C=CC=CC=2)(C2C=CC=CC=2)C2C=CC=CC=2)=CC=1. The product is [C:19]([C:2]1[CH:3]=[C:4]([C:8]2[O:9][CH:10]=[C:11]([C:13]3[CH:18]=[CH:17][CH:16]=[CH:15][N:14]=3)[N:12]=2)[CH:5]=[CH:6][CH:7]=1)#[N:20]. The yield is 0.320. (3) The reactants are [OH:1][CH:2]([CH:19]([CH3:21])[CH3:20])[C:3]([CH3:18])([CH3:17])[CH2:4][O:5][C:6]1[CH:13]=[CH:12][CH:11]=[C:10]([N+:14]([O-:16])=[O:15])[C:7]=1[C:8]#[N:9].[C:22](Cl)(=[O:24])[CH3:23]. No catalyst specified. The product is [C:22]([O:1][CH:2]([CH:19]([CH3:21])[CH3:20])[C:3]([CH3:17])([CH3:18])[CH2:4][O:5][C:6]1[CH:13]=[CH:12][CH:11]=[C:10]([N+:14]([O-:16])=[O:15])[C:7]=1[C:8]#[N:9])(=[O:24])[CH3:23]. The yield is 0.500. (4) The reactants are [C:1]([NH:5][C:6]1[CH:11]=[CH:10][C:9]([NH:12][C:13]([CH:15]2[CH2:20][CH:19]([NH:21][C:22]3[N:27]=[C:26]([C:28]4[C:36]5[C:31](=[CH:32][CH:33]=[CH:34][CH:35]=5)[NH:30][CH:29]=4)[C:25]([Cl:37])=[CH:24][N:23]=3)[CH2:18][N:17](C(OC(C)(C)C)=O)[CH2:16]2)=[O:14])=[CH:8][CH:7]=1)(=[O:4])[CH:2]=[CH2:3]. The catalyst is C(O)(C(F)(F)F)=O.C(Cl)Cl. The product is [C:1]([NH:5][C:6]1[CH:11]=[CH:10][C:9]([NH:12][C:13]([CH:15]2[CH2:20][CH:19]([NH:21][C:22]3[N:27]=[C:26]([C:28]4[C:36]5[C:31](=[CH:32][CH:33]=[CH:34][CH:35]=5)[NH:30][CH:29]=4)[C:25]([Cl:37])=[CH:24][N:23]=3)[CH2:18][NH:17][CH2:16]2)=[O:14])=[CH:8][CH:7]=1)(=[O:4])[CH:2]=[CH2:3]. The yield is 0.896. (5) The reactants are Br[C:2]1[S:6][C:5]([C:7]([N:9]([C:11]2[CH:16]=[CH:15][CH:14]=[C:13]([O:17][CH3:18])[CH:12]=2)[CH3:10])=[O:8])=[CH:4][CH:3]=1.[F:19][C:20]1[C:25]([O:26][CH3:27])=[CH:24][CH:23]=[C:22]([F:28])[C:21]=1B(O)O. The catalyst is [Pd].C1(P(C2C=CC=CC=2)C2C=CC=CC=2)C=CC=CC=1.C1(P(C2C=CC=CC=2)C2C=CC=CC=2)C=CC=CC=1.C1(P(C2C=CC=CC=2)C2C=CC=CC=2)C=CC=CC=1.C1(P(C2C=CC=CC=2)C2C=CC=CC=2)C=CC=CC=1. The product is [F:19][C:20]1[C:25]([O:26][CH3:27])=[CH:24][CH:23]=[C:22]([F:28])[C:21]=1[C:2]1[S:6][C:5]([C:7]([N:9]([C:11]2[CH:16]=[CH:15][CH:14]=[C:13]([O:17][CH3:18])[CH:12]=2)[CH3:10])=[O:8])=[CH:4][CH:3]=1. The yield is 0.260.